This data is from Catalyst prediction with 721,799 reactions and 888 catalyst types from USPTO. The task is: Predict which catalyst facilitates the given reaction. (1) The catalyst class is: 203. Product: [CH3:14][CH:13]([S:10]([NH:9][CH2:8][CH:7]([O:6][C:5]1[CH:17]=[CH:18][C:2]([C:24]2[CH:23]=[CH:22][CH:21]=[C:20]([CH3:19])[CH:25]=2)=[CH:3][CH:4]=1)[CH3:16])(=[O:12])=[O:11])[CH3:15]. Reactant: Br[C:2]1[CH:18]=[CH:17][C:5]([O:6][CH:7]([CH3:16])[CH2:8][NH:9][S:10]([CH:13]([CH3:15])[CH3:14])(=[O:12])=[O:11])=[CH:4][CH:3]=1.[CH3:19][C:20]1[CH:21]=[C:22](B(O)O)[CH:23]=[CH:24][CH:25]=1.C(=O)([O-])[O-].[Na+].[Na+]. (2) Reactant: Br[CH2:2][CH2:3][O:4][C:5](=[O:7])[CH3:6].C(=O)([O-])[O-].[K+].[K+].[OH:14][C:15]1[CH:16]=[CH:17][C:18]2[N:40]([CH:41]=1)[C:21]1[N:22]([C:31]3[CH:36]=[CH:35][C:34]([N+:37]([O-:39])=[O:38])=[CH:33][CH:32]=3)[C:23](=[O:30])[C:24]3[C:29]([C:20]=1[N:19]=2)=[CH:28][CH:27]=[CH:26][CH:25]=3. Product: [N+:37]([C:34]1[CH:33]=[CH:32][C:31]([N:22]2[C:21]3[N:40]4[CH:41]=[C:15]([O:14][CH2:6][C:5]([O:4][CH2:3][CH3:2])=[O:7])[CH:16]=[CH:17][C:18]4=[N:19][C:20]=3[C:29]3[C:24](=[CH:25][CH:26]=[CH:27][CH:28]=3)[C:23]2=[O:30])=[CH:36][CH:35]=1)([O-:39])=[O:38]. The catalyst class is: 3. (3) Reactant: N(C(OCC)=O)=NC(OCC)=O.[CH:13]([C:15]1[CH:23]=[C:19]([C:20]([OH:22])=[O:21])[C:18]([OH:24])=[CH:17][CH:16]=1)=[O:14].[CH3:25][O:26][C:27]1[CH:34]=[CH:33][C:30]([CH2:31]O)=[CH:29][CH:28]=1.C1(P(C2C=CC=CC=2)C2C=CC=CC=2)C=CC=CC=1. Product: [CH3:25][O:26][C:27]1[CH:34]=[CH:33][C:30]([CH2:31][O:21][C:20](=[O:22])[C:19]2[C:18](=[CH:17][CH:16]=[C:15]([CH:13]=[O:14])[CH:23]=2)[OH:24])=[CH:29][CH:28]=1. The catalyst class is: 7. (4) Reactant: C(OC(=O)[N:7]([C:17]1[CH:22]=[CH:21][C:20]([CH:23](O)[C:24]2[C:32]3[C:27](=[N:28][CH:29]=[C:30]([CH3:33])[CH:31]=3)[N:26]([Si](C(C)C)(C(C)C)C(C)C)[CH:25]=2)=[C:19]([F:45])[N:18]=1)CC1C=CC(OC)=CC=1)(C)(C)C.C([SiH](CC)CC)C.FC(F)(F)C(O)=O. Product: [F:45][C:19]1[N:18]=[C:17]([NH2:7])[CH:22]=[CH:21][C:20]=1[CH2:23][C:24]1[C:32]2[C:27](=[N:28][CH:29]=[C:30]([CH3:33])[CH:31]=2)[NH:26][CH:25]=1. The catalyst class is: 10. (5) Reactant: Cl[Si](C)(C)C1[C:14]2[C:6](=[CH:7][C:8]3CCC[C:12]=3[CH:13]=2)[C:5](C2C=CC=CC=2)=[CH:4]1.[CH3:23][CH2:24]N(CC)CC.C(N)(C)(C)C. Product: [CH2:4]=[CH:5][C:6]1[CH:14]=[CH:13][CH:12]=[CH:8][CH:7]=1.[CH2:23]=[CH2:24]. The catalyst class is: 81. (6) Product: [C:27]1([CH3:28])[CH:29]=[CH:30][C:24]([S:21]([O:10][CH2:9][CH2:8][CH2:7][N:6]2[CH2:5][CH2:4][N:3]3[CH2:11][CH2:12][CH2:13][CH2:14][CH:2]3[CH2:1]2)(=[O:23])=[O:22])=[CH:25][CH:26]=1. The catalyst class is: 4. Reactant: [CH2:1]1[N:6]([CH2:7][CH2:8][CH2:9][OH:10])[CH2:5][CH2:4][N:3]2[CH2:11][CH2:12][CH2:13][CH2:14][CH:2]12.N1C=CC=CC=1.[S:21](Cl)([C:24]1[CH:30]=[CH:29][C:27]([CH3:28])=[CH:26][CH:25]=1)(=[O:23])=[O:22]. (7) Reactant: [OH-].[K+].[CH3:3][O:4][C:5](=[O:28])[CH:6]([NH:15][C:16]([CH3:27])=[CH:17][C:18](=[O:26])[C:19]1[CH:24]=[CH:23][C:22]([F:25])=[CH:21][CH:20]=1)[CH2:7][C:8]1[CH:13]=[CH:12][C:11]([OH:14])=[CH:10][CH:9]=1.[Br:29][CH2:30][CH2:31]Br. Product: [CH3:3][O:4][C:5](=[O:28])[CH:6]([NH:15][C:16]([CH3:27])=[CH:17][C:18](=[O:26])[C:19]1[CH:20]=[CH:21][C:22]([F:25])=[CH:23][CH:24]=1)[CH2:7][C:8]1[CH:9]=[CH:10][C:11]([O:14][CH2:31][CH2:30][Br:29])=[CH:12][CH:13]=1. The catalyst class is: 8.